This data is from Forward reaction prediction with 1.9M reactions from USPTO patents (1976-2016). The task is: Predict the product of the given reaction. Given the reactants [N:1]([C:4]1[CH:8]=[CH:7][S:6][C:5]=1[C:9]([O:11]C)=O)=[C:2]=[S:3].[CH3:13][C:14]1[N:15]=[CH:16][N:17]([CH2:19][CH2:20][CH2:21][NH2:22])[CH:18]=1, predict the reaction product. The product is: [CH3:13][C:14]1[N:15]=[CH:16][N:17]([CH2:19][CH2:20][CH2:21][N:22]2[C:9](=[O:11])[C:5]3[S:6][CH:7]=[CH:8][C:4]=3[NH:1][C:2]2=[S:3])[CH:18]=1.